From a dataset of Full USPTO retrosynthesis dataset with 1.9M reactions from patents (1976-2016). Predict the reactants needed to synthesize the given product. (1) Given the product [CH2:18]([O:17][C:15]([C:14]1[C:12](=[NH:13])[O:1][C:2]2[C:3]([CH:4]=1)=[CH:6][C:7]([OH:11])=[C:8]([OH:10])[CH:9]=2)=[O:16])[CH3:19], predict the reactants needed to synthesize it. The reactants are: [OH:1][C:2]1[CH:9]=[C:8]([OH:10])[C:7]([OH:11])=[CH:6][C:3]=1[CH:4]=O.[C:12]([CH2:14][C:15]([O:17][CH2:18][CH3:19])=[O:16])#[N:13]. (2) The reactants are: Cl.[NH2:2][NH2:3].[CH3:4][C:5]1=[C:6]([CH3:12])[C:7]([O:9][C:10]1=O)=[O:8]. Given the product [CH3:4][C:5]1[C:10](=[O:9])[NH:2][NH:3][C:7](=[O:8])[C:6]=1[CH3:12], predict the reactants needed to synthesize it.